Dataset: Retrosynthesis with 50K atom-mapped reactions and 10 reaction types from USPTO. Task: Predict the reactants needed to synthesize the given product. (1) Given the product COc1c(C)c(Cc2ccc(C(=O)N3CCOCC3)c(-c3cccnc3)c2)c(OC)c(OC)c1OC, predict the reactants needed to synthesize it. The reactants are: C1COCCN1.COc1c(C)c(Cc2ccc(C(=O)O)c(-c3cccnc3)c2)c(OC)c(OC)c1OC. (2) Given the product COc1c(NC(=O)c2cc3cccc(CN4CCNCC4)c3n2C)cc(C(C)(C)C)cc1NS(C)(=O)=O, predict the reactants needed to synthesize it. The reactants are: COc1c(NC(=O)c2cc3cccc(CN4CCN(C(=O)OC(C)(C)C)CC4)c3n2C)cc(C(C)(C)C)cc1NS(C)(=O)=O. (3) Given the product Nc1nc2ccn(Cc3ccccc3)c2c(=O)[nH]1, predict the reactants needed to synthesize it. The reactants are: BrCc1ccccc1.Nc1nc2cc[nH]c2c(=O)[nH]1. (4) Given the product Cc1ccc(C#N)c[n+]1[O-], predict the reactants needed to synthesize it. The reactants are: Cc1ccc(C#N)cn1.O=C(OO)c1cccc(Cl)c1. (5) Given the product COC(=O)CCC#Cc1cc(F)cc([N+](=O)[O-])c1, predict the reactants needed to synthesize it. The reactants are: C#CCCC(=O)OC.O=[N+]([O-])c1cc(F)cc(I)c1. (6) Given the product CCc1cnc(N2CCC(N(C(=O)c3ccc(-c4cnco4)c(F)c3)C3CC3)CC2)cn1, predict the reactants needed to synthesize it. The reactants are: CCc1cnc(N2CCC(NC3CC3)CC2)cn1.O=C(O)c1ccc(-c2cnco2)c(F)c1. (7) Given the product O=C(O)c1cc2c(Cl)cccc2s1, predict the reactants needed to synthesize it. The reactants are: O=C(O)C(S)=Cc1c(Cl)cccc1Cl.